Dataset: Blood-brain barrier penetration binary classification data from Martins et al.. Task: Regression/Classification. Given a drug SMILES string, predict its absorption, distribution, metabolism, or excretion properties. Task type varies by dataset: regression for continuous measurements (e.g., permeability, clearance, half-life) or binary classification for categorical outcomes (e.g., BBB penetration, CYP inhibition). Dataset: bbb_martins. (1) The molecule is CCOC(=O)C1(c2ccccc2)CCN(C)CC1.[Cl-].[H+]. The result is 1 (penetrates BBB). (2) The compound is CCC(=O)O[C@]1(C(=O)SCCl)[C@H](C)C[C@H]2C3C[C@H](F)C4=CC(=O)C=C[C@]4(C)[C@@]3(F)[C@@H](O)C[C@@]21C. The result is 1 (penetrates BBB).